This data is from Reaction yield outcomes from USPTO patents with 853,638 reactions. The task is: Predict the reaction yield, written as a fraction of the theoretical maximum amount of product (1.0 means a 100% yield; for example, 0.34 means a 34% yield). (1) The reactants are [Br:1][C:2]1[C:3]([N:16]2[CH2:21][CH2:20][CH2:19][C@@H:18]([NH:22]C(=O)OC(C)(C)C)[CH2:17]2)=[C:4]2[C:10]([NH:11][C:12](=[O:15])[CH2:13][OH:14])=[CH:9][NH:8][C:5]2=[N:6][CH:7]=1.C(O)(C(F)(F)F)=O.C(Cl)[Cl:38]. No catalyst specified. The product is [ClH:38].[NH2:22][C@@H:18]1[CH2:19][CH2:20][CH2:21][N:16]([C:3]2[C:2]([Br:1])=[CH:7][N:6]=[C:5]3[NH:8][CH:9]=[C:10]([NH:11][C:12](=[O:15])[CH2:13][OH:14])[C:4]=23)[CH2:17]1. The yield is 0.220. (2) The reactants are CC(C)([O-])C.[K+].[C:7]([O:11][C:12]([N:14]1[CH2:19][CH2:18][CH:17]([OH:20])[CH2:16][CH2:15]1)=[O:13])([CH3:10])([CH3:9])[CH3:8].F[C:22]1[CH:29]=[CH:28][C:25]([C:26]#[N:27])=[C:24]([CH3:30])[CH:23]=1. The catalyst is CCOCC. The product is [C:7]([O:11][C:12]([N:14]1[CH2:19][CH2:18][CH:17]([O:20][C:22]2[CH:29]=[CH:28][C:25]([C:26]#[N:27])=[C:24]([CH3:30])[CH:23]=2)[CH2:16][CH2:15]1)=[O:13])([CH3:10])([CH3:8])[CH3:9]. The yield is 0.920. (3) The reactants are [OH:1][B:2]1[C:6]2[CH:7]=[CH:8][C:9](/[CH:11]=[N:12]/[OH:13])=[CH:10][C:5]=2[C:4]([CH3:15])([CH3:14])[O:3]1.C1C(=O)N(Cl)C(=O)C1.[Cl:24][C:25]1[C:30]([F:31])=[CH:29][C:28]([C:32]([C:34]([F:37])([F:36])[F:35])=[CH2:33])=[CH:27][C:26]=1[F:38].Cl. The catalyst is CN(C=O)C.O. The product is [Cl:24][C:25]1[C:26]([F:38])=[CH:27][C:28]([C:32]2([C:34]([F:37])([F:35])[F:36])[O:13][N:12]=[C:11]([C:9]3[CH:8]=[CH:7][C:6]4[B:2]([OH:1])[O:3][C:4]([CH3:15])([CH3:14])[C:5]=4[CH:10]=3)[CH2:33]2)=[CH:29][C:30]=1[F:31]. The yield is 0.350. (4) The reactants are Br[C:2]1[CH:3]=[N:4][CH:5]=[C:6]([C@@H:8]2[CH2:12][CH2:11][CH2:10][N:9]2[C@@H:13]([C:15]2[CH:20]=[CH:19][C:18]([O:21][CH3:22])=[CH:17][CH:16]=2)[CH3:14])[CH:7]=1.[F:23][C:24]1[CH:29]=[CH:28][C:27]([OH:30])=[CH:26][CH:25]=1.C(=O)([O-])[O-].[Cs+].[Cs+]. The catalyst is CN1CCCC1=O.CCOC(C)=O.[Cu]=O. The product is [F:23][C:24]1[CH:29]=[CH:28][C:27]([O:30][C:2]2[CH:3]=[N:4][CH:5]=[C:6]([C@@H:8]3[CH2:12][CH2:11][CH2:10][N:9]3[C@@H:13]([C:15]3[CH:20]=[CH:19][C:18]([O:21][CH3:22])=[CH:17][CH:16]=3)[CH3:14])[CH:7]=2)=[CH:26][CH:25]=1. The yield is 0.910. (5) The reactants are [Cl:1][C:2]1[CH:3]=[C:4]([C:8]2[CH:13]=[C:12]([O:14][CH3:15])[CH:11]=[C:10]([F:16])[CH:9]=2)[CH:5]=[CH:6][CH:7]=1.C([Li])CCC.[B:22](OC(C)C)([O:27]C(C)C)[O:23]C(C)C. The catalyst is C1COCC1. The product is [Cl:1][C:2]1[CH:3]=[C:4]([C:8]2[CH:13]=[C:12]([O:14][CH3:15])[C:11]([B:22]([OH:27])[OH:23])=[C:10]([F:16])[CH:9]=2)[CH:5]=[CH:6][CH:7]=1. The yield is 0.242. (6) The yield is 0.820. The product is [CH:14]1[C:15]2[C:10](=[CH:9][C:8]3[C:17]([C:16]=2[CH2:18][N:19]([CH2:2][CH3:3])[CH2:20][CH2:21][CH2:22][OH:23])=[CH:4][CH:5]=[CH:6][CH:7]=3)[CH:11]=[CH:12][CH:13]=1. The catalyst is C(#N)C. The reactants are Br[CH2:2][CH3:3].[CH:4]1[C:17]2[C:8](=[CH:9][C:10]3[C:15]([C:16]=2[CH2:18][NH:19][CH2:20][CH2:21][CH2:22][OH:23])=[CH:14][CH:13]=[CH:12][CH:11]=3)[CH:7]=[CH:6][CH:5]=1.C([O-])([O-])=O.[K+].[K+]. (7) The reactants are [CH:1]1[C:10]2[C@H:11]3[CH2:16][NH:15][CH2:14][CH2:13][C@H:12]3[N:8]3[C:9]=2[C:4]([CH2:5][CH2:6][CH2:7]3)=[CH:3][CH:2]=1.Cl[CH2:18][CH2:19][CH2:20][C:21]([C:23]1[CH:28]=[CH:27][CH:26]=[CH:25][C:24]=1[NH2:29])=[O:22].C([O-])([O-])=O.[K+].[K+]. No catalyst specified. The product is [CH:1]1[C:10]2[C@H:11]3[CH2:16][N:15]([CH2:18][CH2:19][CH2:20][C:21]([C:23]4[CH:28]=[CH:27][CH:26]=[CH:25][C:24]=4[NH2:29])=[O:22])[CH2:14][CH2:13][C@H:12]3[N:8]3[C:9]=2[C:4]([CH2:5][CH2:6][CH2:7]3)=[CH:3][CH:2]=1. The yield is 0.420. (8) The yield is 1.00. The catalyst is O. The product is [CH3:11][O:10][C:3]1[C:2]([NH:1][C:12](=[O:13])[O:14][C:15]([CH3:18])([CH3:17])[CH3:16])=[CH:7][CH:6]=[C:5]([O:8][CH3:9])[N:4]=1. The reactants are [NH2:1][C:2]1[C:3]([O:10][CH3:11])=[N:4][C:5]([O:8][CH3:9])=[CH:6][CH:7]=1.[C:12](O[C:12]([O:14][C:15]([CH3:18])([CH3:17])[CH3:16])=[O:13])([O:14][C:15]([CH3:18])([CH3:17])[CH3:16])=[O:13]. (9) The reactants are [F-].C([N+](CCCC)(CCCC)CCCC)CCC.[O:19]1[CH:23]=[CH:22][C:21]([C:24]2[CH:31]=[CH:30][CH:29]=[CH:28][C:25]=2[CH:26]=[O:27])=[CH:20]1.[F:32][C:33]([Si](C)(C)C)([F:35])[F:34].Cl. The catalyst is C1COCC1. The product is [F:32][C:33]([F:35])([F:34])[CH:26]([C:25]1[CH:28]=[CH:29][CH:30]=[CH:31][C:24]=1[C:21]1[CH:22]=[CH:23][O:19][CH:20]=1)[OH:27]. The yield is 0.900.